This data is from Reaction yield outcomes from USPTO patents with 853,638 reactions. The task is: Predict the reaction yield, written as a fraction of the theoretical maximum amount of product (1.0 means a 100% yield; for example, 0.34 means a 34% yield). (1) No catalyst specified. The yield is 0.770. The reactants are [CH2:1]([NH:8][C:9]1[N:14]2[N:15]=[CH:16][C:17]([Br:18])=[C:13]2[N:12]=[CH:11][C:10]=1[C:19]([OH:21])=O)[C:2]1[CH:7]=[CH:6][CH:5]=[CH:4][CH:3]=1.Cl.[F:23][C:24]1[CH:29]=[CH:28][C:27]2[C:30]3([CH2:36][O:37][C:26]=2[CH:25]=1)[CH2:35][CH2:34][NH:33][CH2:32][CH2:31]3. The product is [CH2:1]([NH:8][C:9]1[N:14]2[N:15]=[CH:16][C:17]([Br:18])=[C:13]2[N:12]=[CH:11][C:10]=1[C:19]([N:33]1[CH2:34][CH2:35][C:30]2([C:27]3[CH:28]=[CH:29][C:24]([F:23])=[CH:25][C:26]=3[O:37][CH2:36]2)[CH2:31][CH2:32]1)=[O:21])[C:2]1[CH:3]=[CH:4][CH:5]=[CH:6][CH:7]=1. (2) The reactants are [NH2:1][CH2:2][CH2:3][CH2:4][C@H:5]([NH:16][C:17](=[O:32])[C:18]1[CH:23]=[CH:22][C:21]([C:24]([N:26]2[CH2:30][CH2:29][CH2:28][CH2:27]2)=[O:25])=[C:20]([CH3:31])[CH:19]=1)[C:6]1[NH:10][C:9]2[CH:11]=[CH:12][C:13]([Cl:15])=[CH:14][C:8]=2[N:7]=1.[C:33](OC(=O)C)(=[O:35])[CH3:34].C(N(CC)CC)C.ClCl. The catalyst is O1CCCC1.ClCCl.CO. The product is [C:33]([NH:1][CH2:2][CH2:3][CH2:4][C@H:5]([NH:16][C:17](=[O:32])[C:18]1[CH:23]=[CH:22][C:21]([C:24]([N:26]2[CH2:27][CH2:28][CH2:29][CH2:30]2)=[O:25])=[C:20]([CH3:31])[CH:19]=1)[C:6]1[NH:10][C:9]2[CH:11]=[CH:12][C:13]([Cl:15])=[CH:14][C:8]=2[N:7]=1)(=[O:35])[CH3:34]. The yield is 0.730. (3) The reactants are [N+:1]([C:4]1[C:9]2[O:10][CH2:11][CH2:12][O:13][C:8]=2[CH:7]=[C:6]([CH:14]=O)[CH:5]=1)([O-:3])=[O:2].[C:16]1([C:22](=O)[CH2:23][C:24]2[CH:29]=[CH:28][CH:27]=[CH:26][CH:25]=2)[CH:21]=[CH:20][CH:19]=[CH:18][CH:17]=1.[NH2:31][C:32]([NH2:34])=[O:33].Cl. The catalyst is C(O)C. The product is [N+:1]([C:4]1[C:9]2[O:10][CH2:11][CH2:12][O:13][C:8]=2[CH:7]=[C:6]([CH:14]2[C:23]([C:24]3[CH:29]=[CH:28][CH:27]=[CH:26][CH:25]=3)=[C:22]([C:16]3[CH:21]=[CH:20][CH:19]=[CH:18][CH:17]=3)[NH:34][C:32](=[O:33])[NH:31]2)[CH:5]=1)([O-:3])=[O:2]. The yield is 0.0550.